This data is from Reaction yield outcomes from USPTO patents with 853,638 reactions. The task is: Predict the reaction yield, written as a fraction of the theoretical maximum amount of product (1.0 means a 100% yield; for example, 0.34 means a 34% yield). (1) The reactants are [F:1][C:2]1[CH:3]=[CH:4][C:5]([CH2:8]O)=[N:6][CH:7]=1.S(Cl)([Cl:12])=O. The catalyst is C(Cl)Cl. The product is [Cl:12][CH2:8][C:5]1[CH:4]=[CH:3][C:2]([F:1])=[CH:7][N:6]=1. The yield is 0.700. (2) The reactants are [NH2:1][C:2]1[CH:3]=[C:4]([CH:20]=[CH:21][CH:22]=1)[O:5][C:6]1[CH:7]=[CH:8][C:9]2[N:10]([CH:12]=[C:13]([C:15]([O:17][CH2:18][CH3:19])=[O:16])[N:14]=2)[N:11]=1.[F:23][C:24]([F:35])([F:34])[C:25]1[CH:26]=[C:27]([CH:31]=[CH:32][CH:33]=1)[C:28](O)=[O:29].ON1C2C=CC=CC=2N=N1.Cl.C(N=C=NCCCN(C)C)C. The catalyst is CN(C)C=O. The product is [F:23][C:24]([F:34])([F:35])[C:25]1[CH:26]=[C:27]([CH:31]=[CH:32][CH:33]=1)[C:28]([NH:1][C:2]1[CH:3]=[C:4]([CH:20]=[CH:21][CH:22]=1)[O:5][C:6]1[CH:7]=[CH:8][C:9]2[N:10]([CH:12]=[C:13]([C:15]([O:17][CH2:18][CH3:19])=[O:16])[N:14]=2)[N:11]=1)=[O:29]. The yield is 0.900. (3) The reactants are [CH3:1][O:2][C:3]1[CH:4]=[C:5]([NH:15][C:16]2[N:20]=[C:19]([NH2:21])[NH:18][N:17]=2)[CH:6]=[CH:7][C:8]=1[N:9]1[CH:13]=[C:12]([CH3:14])[N:11]=[CH:10]1.[Cl:22][C:23]1[CH:37]=[CH:36][CH:35]=[CH:34][C:24]=1[C:25](/[C:27](=[CH:30]/N(C)C)/[C:28]#[N:29])=O. The catalyst is C(O)(=O)C. The product is [Cl:22][C:23]1[CH:37]=[CH:36][CH:35]=[CH:34][C:24]=1[C:25]1[N:18]2[N:17]=[C:16]([NH:15][C:5]3[CH:6]=[CH:7][C:8]([N:9]4[CH:13]=[C:12]([CH3:14])[N:11]=[CH:10]4)=[C:3]([O:2][CH3:1])[CH:4]=3)[N:20]=[C:19]2[N:21]=[CH:30][C:27]=1[C:28]#[N:29]. The yield is 0.0460. (4) The reactants are [CH3:1][C:2]([C:4]1[CH:9]=[CH:8][CH:7]=[C:6]([NH2:10])[CH:5]=1)=[O:3].C(N(CC)CC)C.[Br:18][CH:19]([CH3:23])[C:20](Br)=[O:21]. The catalyst is CN(C)C=O.O. The product is [C:2]([C:4]1[CH:5]=[C:6]([NH:10][C:20](=[O:21])[CH:19]([Br:18])[CH3:23])[CH:7]=[CH:8][CH:9]=1)(=[O:3])[CH3:1]. The yield is 0.800. (5) The reactants are [F:1][C:2]1[C:3]([N+:12]([O-:14])=[O:13])=[CH:4][C:5]([O:10][CH3:11])=[C:6]([CH:9]=1)[CH:7]=[O:8].CC1C=CC(S([CH2:25][N+:26]#[C-:27])(=O)=O)=CC=1.C(=O)([O-])[O-].[K+].[K+]. The catalyst is CO. The product is [F:1][C:2]1[C:3]([N+:12]([O-:14])=[O:13])=[CH:4][C:5]([O:10][CH3:11])=[C:6]([C:7]2[O:8][CH:27]=[N:26][CH:25]=2)[CH:9]=1. The yield is 0.850. (6) The product is [C:1]12([C:11]3[CH:12]=[C:13]([C:21]4[CH:22]=[CH:23][C:24]([CH:25]=[O:26])=[CH:27][CH:28]=4)[CH:14]=[CH:15][C:16]=3[OH:17])[CH2:10][CH:5]3[CH2:6][CH:7]([CH2:9][CH:3]([CH2:4]3)[CH2:2]1)[CH2:8]2. The catalyst is C1COCC1.C(O)(C)C.O. The yield is 0.990. The reactants are [C:1]12([C:11]3[CH:12]=[C:13]([C:21]4[CH:28]=[CH:27][C:24]([CH:25]=[O:26])=[CH:23][CH:22]=4)[CH:14]=[CH:15][C:16]=3[O:17]COC)[CH2:10][CH:5]3[CH2:6][CH:7]([CH2:9][CH:3]([CH2:4]3)[CH2:2]1)[CH2:8]2.Cl. (7) The reactants are O.[ClH:2].[CH2:3]([O:5][C:6]1[CH:7]=[C:8]2[C:13](=[C:14]3[CH2:18][C:17]([CH3:20])([CH3:19])[O:16][C:15]=13)[C:12]([C:21]1[CH:26]=[CH:25][C:24]([C:27]([CH3:32])([CH3:31])[C:28]([OH:30])=O)=[CH:23][CH:22]=1)=[N:11][C:10]([CH3:34])([CH3:33])[CH2:9]2)[CH3:4].Cl.CN.O.O[N:40]1[C:44]2C=CC=CC=2N=N1.Cl.C(N=C=NCCCN(C)C)C.C(=O)([O-])O.[Na+]. The catalyst is CN(C)C=O.C(N(CC)CC)C. The product is [ClH:2].[CH2:3]([O:5][C:6]1[CH:7]=[C:8]2[C:13](=[C:14]3[CH2:18][C:17]([CH3:19])([CH3:20])[O:16][C:15]=13)[C:12]([C:21]1[CH:22]=[CH:23][C:24]([C:27]([CH3:31])([CH3:32])[C:28]([NH:40][CH3:44])=[O:30])=[CH:25][CH:26]=1)=[N:11][C:10]([CH3:33])([CH3:34])[CH2:9]2)[CH3:4]. The yield is 0.940.